This data is from Peptide-MHC class I binding affinity with 185,985 pairs from IEDB/IMGT. The task is: Regression. Given a peptide amino acid sequence and an MHC pseudo amino acid sequence, predict their binding affinity value. This is MHC class I binding data. (1) The MHC is Mamu-A02 with pseudo-sequence Mamu-A02. The binding affinity (normalized) is 0.430. The peptide sequence is NSQDTEISF. (2) The peptide sequence is KSLKLLNTRRR. The MHC is H-2-Kb with pseudo-sequence H-2-Kb. The binding affinity (normalized) is 0.193. (3) The peptide sequence is FMMVLLIPEP. The MHC is HLA-A02:01 with pseudo-sequence HLA-A02:01. The binding affinity (normalized) is 0.581. (4) The binding affinity (normalized) is 0.0847. The peptide sequence is PTDYAKPQY. The MHC is HLA-B39:01 with pseudo-sequence HLA-B39:01. (5) The peptide sequence is SLSTFQQMWI. The MHC is HLA-A02:01 with pseudo-sequence HLA-A02:01. The binding affinity (normalized) is 0.841.